From a dataset of Catalyst prediction with 721,799 reactions and 888 catalyst types from USPTO. Predict which catalyst facilitates the given reaction. Reactant: Cl[C:2]1[N:9]=[C:8]([C:10]2[CH:15]=[CH:14][C:13]([CH2:16][N:17]3[CH2:22][CH2:21][CH:20]([C:23]4[NH:27][C:26]5[CH:28]=[C:29]([F:32])[CH:30]=[CH:31][C:25]=5[N:24]=4)[CH2:19][CH2:18]3)=[CH:12][CH:11]=2)[C:7]([C:33]2[CH:38]=[CH:37][CH:36]=[CH:35][CH:34]=2)=[CH:6][C:3]=1[C:4]#[N:5].ClC1N=C(C2C=CC(CN3CCC(N4C5C=CC=CC=5NC4=O)CC3)=CC=2)C(C2C=CC=CC=2)=CC=1C#N.[C:77]([O:81][CH3:82])(=[O:80])[CH2:78][OH:79].C[O-].[K+]. Product: [NH2:5][C:4]1[C:3]2[C:2](=[N:9][C:8]([C:10]3[CH:11]=[CH:12][C:13]([CH2:16][N:17]4[CH2:22][CH2:21][CH:20]([C:23]5[NH:27][C:26]6[CH:28]=[C:29]([F:32])[CH:30]=[CH:31][C:25]=6[N:24]=5)[CH2:19][CH2:18]4)=[CH:14][CH:15]=3)=[C:7]([C:33]3[CH:38]=[CH:37][CH:36]=[CH:35][CH:34]=3)[CH:6]=2)[O:79][C:78]=1[C:77]([O:81][CH3:82])=[O:80]. The catalyst class is: 3.